From a dataset of Peptide-MHC class I binding affinity with 185,985 pairs from IEDB/IMGT. Regression. Given a peptide amino acid sequence and an MHC pseudo amino acid sequence, predict their binding affinity value. This is MHC class I binding data. (1) The binding affinity (normalized) is 0.544. The MHC is Mamu-A01 with pseudo-sequence Mamu-A01. The peptide sequence is ETPRCSQIRL. (2) The peptide sequence is HIKTIAVSV. The MHC is HLA-A02:03 with pseudo-sequence HLA-A02:03. The binding affinity (normalized) is 0.791.